This data is from Forward reaction prediction with 1.9M reactions from USPTO patents (1976-2016). The task is: Predict the product of the given reaction. (1) Given the reactants [CH2:1]([O:8][C:9]1[CH:14]=[C:13]([O:15][CH2:16][C:17]2[CH:22]=[CH:21][CH:20]=[CH:19][CH:18]=2)[C:12]([C:23]([CH3:25])=[CH2:24])=[CH:11][C:10]=1[C:26]([N:28]1[CH2:36][C:35]2[C:30](=[CH:31][CH:32]=[C:33]([CH2:37][CH:38]=O)[CH:34]=2)[CH2:29]1)=[O:27])[C:2]1[CH:7]=[CH:6][CH:5]=[CH:4][CH:3]=1.S(C1C=CC(C)=CC=1)(O)(=O)=O.[CH:51]1([O:56][C:57](=[O:64])[C@H:58]([CH2:60][CH:61]([CH3:63])[CH3:62])[NH2:59])[CH2:55][CH2:54][CH2:53][CH2:52]1.C(O[BH-](OC(=O)C)OC(=O)C)(=O)C.[Na+], predict the reaction product. The product is: [CH2:1]([O:8][C:9]1[CH:14]=[C:13]([O:15][CH2:16][C:17]2[CH:18]=[CH:19][CH:20]=[CH:21][CH:22]=2)[C:12]([C:23]([CH3:25])=[CH2:24])=[CH:11][C:10]=1[C:26]([N:28]1[CH2:36][C:35]2[C:30](=[CH:31][CH:32]=[C:33]([CH2:37][CH2:38][NH:59][C@H:58]([C:57]([O:56][CH:51]3[CH2:52][CH2:53][CH2:54][CH2:55]3)=[O:64])[CH2:60][CH:61]([CH3:62])[CH3:63])[CH:34]=2)[CH2:29]1)=[O:27])[C:2]1[CH:3]=[CH:4][CH:5]=[CH:6][CH:7]=1. (2) Given the reactants [NH2:1][C:2]1[CH:7]=[CH:6][N:5]=[C:4]([Cl:8])[C:3]=1[O:9]C.[Cl:11][C:12]1[CH:13]=[C:14]([CH2:19][S:20](Cl)(=[O:22])=[O:21])[CH:15]=[C:16]([Cl:18])[CH:17]=1.B(Br)(Br)Br.C(Cl)Cl.C(O)C(O)C, predict the reaction product. The product is: [Cl:18][C:16]1[CH:15]=[C:14]([CH2:19][S:20]([NH:1][C:2]2[CH:7]=[CH:6][N:5]=[C:4]([Cl:8])[C:3]=2[OH:9])(=[O:22])=[O:21])[CH:13]=[C:12]([Cl:11])[CH:17]=1.